Dataset: Catalyst prediction with 721,799 reactions and 888 catalyst types from USPTO. Task: Predict which catalyst facilitates the given reaction. The catalyst class is: 35. Product: [CH3:14][N:15]([CH3:16])[C:2]1[CH:9]=[CH:8][C:5]([CH:6]=[O:7])=[C:4]([C:10]([F:13])([F:12])[F:11])[CH:3]=1. Reactant: F[C:2]1[CH:9]=[CH:8][C:5]([CH:6]=[O:7])=[C:4]([C:10]([F:13])([F:12])[F:11])[CH:3]=1.[CH3:14][NH:15][CH3:16].C(=O)([O-])[O-].[K+].[K+].